This data is from Full USPTO retrosynthesis dataset with 1.9M reactions from patents (1976-2016). The task is: Predict the reactants needed to synthesize the given product. (1) Given the product [C:1]([O:20][C@:21]1([C@:42]2([CH3:43])[C@H:28]([C@H:29]3[C:39](=[CH:40][CH2:41]2)[C@:37]2([CH3:38])[C:32](=[CH:33][C:34](=[O:44])[CH2:35][CH2:36]2)[CH2:31][CH2:30]3)[CH2:27][CH2:26]1)[C:22](=[O:25])[CH2:23][O:24][C:1](=[O:19])[CH2:2][CH2:3][CH3:4])(=[O:19])[CH2:2][CH2:3][CH2:4][CH2:5][CH2:6][CH2:7][CH2:8][CH2:9][CH2:10][CH2:11][CH2:12][CH2:13][CH2:14][CH2:15][CH2:16][CH2:17][CH3:18], predict the reactants needed to synthesize it. The reactants are: [C:1]([O:20][C@:21]1([C@:42]2([CH3:43])[C@H:28]([C@H:29]3[C:39](=[CH:40][CH2:41]2)[C@:37]2([CH3:38])[C:32](=[CH:33][C:34](=[O:44])[CH2:35][CH2:36]2)[CH2:31][CH2:30]3)[CH2:27][CH2:26]1)[C:22](=[O:25])[CH2:23][OH:24])(=[O:19])[CH2:2][CH2:3][CH2:4][CH2:5][CH2:6][CH2:7][CH2:8][CH2:9][CH2:10][CH2:11][CH2:12][CH2:13][CH2:14][CH2:15][CH2:16][CH2:17][CH3:18]. (2) Given the product [CH3:24][C@@H:9]1[N:8]([C:1](=[O:25])[C:2]2[CH:3]=[CH:4][CH:5]=[CH:6][C:7]=2[N:28]2[N:29]=[CH:30][CH:31]=[N:27]2)[CH2:16][C:13]2([CH2:14][CH2:15]2)[CH2:12][N:11]([C:17]([O:19][C:20]([CH3:23])([CH3:22])[CH3:21])=[O:18])[CH2:10]1, predict the reactants needed to synthesize it. The reactants are: [CH2:1]([N:8]1[CH2:16][C:13]2([CH2:15][CH2:14]2)[CH2:12][N:11]([C:17]([O:19][C:20]([CH3:23])([CH3:22])[CH3:21])=[O:18])[CH2:10][C@@H:9]1[CH3:24])[C:2]1[CH:7]=[CH:6][CH:5]=[CH:4][CH:3]=1.[OH2:25].O[N:27]1[C:31]2C=CC=C[C:30]=2[N:29]=[N:28]1.C(N(CC)CC)C.C(Cl)CCl. (3) Given the product [Si:15]([O:14][CH:11]1[CH2:12][CH2:13][C:8]([C:5]2[N:6]=[CH:7][C:2]([NH2:28])=[CH:3][C:4]=2[CH3:22])=[CH:9][CH2:10]1)([C:18]([CH3:21])([CH3:20])[CH3:19])([CH3:17])[CH3:16], predict the reactants needed to synthesize it. The reactants are: Br[C:2]1[CH:3]=[C:4]([CH3:22])[C:5]([C:8]2[CH2:13][CH2:12][CH:11]([O:14][Si:15]([C:18]([CH3:21])([CH3:20])[CH3:19])([CH3:17])[CH3:16])[CH2:10][CH:9]=2)=[N:6][CH:7]=1.BrC1C=C(C)C(C2CCC(N3CCOCC3)CC=2)=[N:28]C=1. (4) Given the product [C:10]([O:11][C:10]1[C:5]([CH2:50][C:47]2[CH:46]=[C:45]([CH3:51])[CH:44]=[C:43]([C:39]([CH3:41])([CH3:40])[CH3:42])[C:48]=2[OH:49])=[CH:6][C:7]([CH3:16])=[CH:8][C:9]=1[C:12]([CH3:13])([CH3:14])[CH3:15])(=[O:11])[CH:5]=[CH2:6], predict the reactants needed to synthesize it. The reactants are: C([C:5]1[CH:6]=[C:7]([CH2:16]CC(OCCCCCCCCCCCCCCCCCC)=O)[CH:8]=[C:9]([C:12]([CH3:15])([CH3:14])[CH3:13])[C:10]=1[OH:11])(C)(C)C.[C:39]([C:43]1[CH:44]=[C:45]([CH2:51]CC(OCC(C2OCC3(COC(C(C)(C)COC(=O)C[CH2:51][C:45]4[CH:46]=[C:47]([CH3:50])[C:48]([OH:49])=[C:43]([C:39]([CH3:42])([CH3:41])[CH3:40])[CH:44]=4)OC3)CO2)(C)C)=O)[CH:46]=[C:47]([CH3:50])[C:48]=1[OH:49])([CH3:42])([CH3:41])[CH3:40]. (5) Given the product [CH3:14][N:9]1[N:10]=[N:11][C:7]([C:1]2[CH:2]=[CH:3][CH:4]=[CH:5][CH:6]=2)=[N:8]1, predict the reactants needed to synthesize it. The reactants are: [C:1]1([C:7]2[N:8]=[N:9][NH:10][N:11]=2)[CH:6]=[CH:5][CH:4]=[CH:3][CH:2]=1.[OH-].[Na+].[CH3:14]I. (6) Given the product [CH2:17]([NH:21][S:22]([C:25]1[CH:30]=[CH:29][C:28]([N:31]2[CH2:36][CH2:35][CH:34]([NH:1][CH2:2][C@H:3]([OH:4])[C:5]3[CH:6]=[CH:7][C:8]([OH:16])=[C:9]([NH:11][S:12]([CH3:15])(=[O:14])=[O:13])[CH:10]=3)[CH2:33][CH2:32]2)=[CH:27][CH:26]=1)(=[O:23])=[O:24])[CH2:18][CH2:19][CH3:20], predict the reactants needed to synthesize it. The reactants are: [NH2:1][CH2:2][C@@H:3]([C:5]1[CH:6]=[CH:7][C:8]([OH:16])=[C:9]([NH:11][S:12]([CH3:15])(=[O:14])=[O:13])[CH:10]=1)[OH:4].[CH2:17]([NH:21][S:22]([C:25]1[CH:30]=[CH:29][C:28]([N:31]2[CH2:36][CH2:35][C:34](=O)[CH2:33][CH2:32]2)=[CH:27][CH:26]=1)(=[O:24])=[O:23])[CH2:18][CH2:19][CH3:20]. (7) Given the product [CH2:42]([C:27]1([NH:26][C:12](=[O:23])[C:13]2[CH:18]=[C:17]([F:19])[C:16]([F:20])=[C:15]([F:21])[C:14]=2[F:22])[C:32](=[O:33])[N:31]([C:34]2[CH:39]=[CH:38][CH:37]=[CH:36][CH:35]=2)[C:30](=[O:40])[NH:29][C:28]1=[O:41])[CH3:43], predict the reactants needed to synthesize it. The reactants are: C(N1C(=O)C(N[C:12](=[O:23])[C:13]2[CH:18]=[C:17]([F:19])[C:16]([F:20])=[C:15]([F:21])[C:14]=2[F:22])(C)C(=O)NC1=O)C.[NH2:26][C:27]1([CH2:42][CH3:43])[C:32](=[O:33])[N:31]([C:34]2[CH:39]=[CH:38][CH:37]=[CH:36][CH:35]=2)[C:30](=[O:40])[NH:29][C:28]1=[O:41]. (8) Given the product [CH3:13][C:14]1[CH:19]=[CH:18][C:17]([NH2:20])=[CH:16][C:15]=1[NH:21][C:22]1[N:24]=[C:3]([C:7]2[CH:8]=[N:9][CH:10]=[CH:11][CH:12]=2)[CH:4]=[CH:5][N:23]=1, predict the reactants needed to synthesize it. The reactants are: [Na].O=[C:3]([C:7]1[CH:8]=[N:9][CH:10]=[CH:11][CH:12]=1)[CH2:4][CH:5]=O.[CH3:13][C:14]1[CH:19]=[CH:18][C:17]([NH2:20])=[CH:16][C:15]=1[NH:21][C:22]([NH2:24])=[NH:23].[OH-].[K+].